This data is from Rat liver microsome stability data. The task is: Regression/Classification. Given a drug SMILES string, predict its absorption, distribution, metabolism, or excretion properties. Task type varies by dataset: regression for continuous measurements (e.g., permeability, clearance, half-life) or binary classification for categorical outcomes (e.g., BBB penetration, CYP inhibition). Dataset: rlm. (1) The molecule is CCOc1nc(NC(=O)C2(NC(=O)c3ccc4c(C5CCCC5)c(-c5ccc(F)cn5)n(C)c4c3)CCC2)ccc1C=CC(=O)O. The result is 0 (unstable in rat liver microsomes). (2) The compound is CCOc1cc(NC(=O)C2(NC(=O)c3ccc4c(C5CCCC5)c(-c5ncc(Cl)cn5)n(C)c4c3)CCC2)ccc1C=CC(=O)OCC(=O)OC. The result is 0 (unstable in rat liver microsomes).